Dataset: Peptide-MHC class I binding affinity with 185,985 pairs from IEDB/IMGT. Task: Regression. Given a peptide amino acid sequence and an MHC pseudo amino acid sequence, predict their binding affinity value. This is MHC class I binding data. (1) The binding affinity (normalized) is 0.0847. The peptide sequence is WTGMVDGWY. The MHC is HLA-A02:19 with pseudo-sequence HLA-A02:19. (2) The peptide sequence is DEYLCVNAT. The MHC is HLA-B18:01 with pseudo-sequence HLA-B18:01. The binding affinity (normalized) is 0.905. (3) The peptide sequence is LTDEQKNAV. The MHC is HLA-B39:01 with pseudo-sequence HLA-B39:01. The binding affinity (normalized) is 0.0847.